This data is from Blood-brain barrier permeability classification from the B3DB database. The task is: Regression/Classification. Given a drug SMILES string, predict its absorption, distribution, metabolism, or excretion properties. Task type varies by dataset: regression for continuous measurements (e.g., permeability, clearance, half-life) or binary classification for categorical outcomes (e.g., BBB penetration, CYP inhibition). Dataset: b3db_classification. The drug is C[C@H]1[C@H]2Cc3ccc(O)cc3[C@@]1(C)CCN2CCc1ccccc1. The result is 1 (penetrates BBB).